From a dataset of Catalyst prediction with 721,799 reactions and 888 catalyst types from USPTO. Predict which catalyst facilitates the given reaction. (1) Reactant: Br[CH2:2][CH2:3][CH2:4][CH2:5][C:6]([NH:8][C:9]1[CH:14]=[CH:13][C:12]([Br:15])=[CH:11][CH:10]=1)=[O:7].[I-].[Na+].[NH:18]1[CH2:23][CH2:22][O:21][CH2:20][CH2:19]1.[OH-].[Na+]. Product: [Br:15][C:12]1[CH:13]=[CH:14][C:9]([NH:8][C:6](=[O:7])[CH2:5][CH2:4][CH2:3][CH2:2][N:18]2[CH2:23][CH2:22][O:21][CH2:20][CH2:19]2)=[CH:10][CH:11]=1. The catalyst class is: 131. (2) Reactant: Br[C:2]1[C:7]([Cl:8])=[CH:6][C:5]([NH:9][C@H:10]2[CH2:15][CH2:14][CH2:13][CH2:12][C@@H:11]2[NH:16][C:17](=[O:23])[O:18][C:19]([CH3:22])([CH3:21])[CH3:20])=[C:4]([C:24]#[N:25])[CH:3]=1.[CH3:26]B1OB(C)OB(C)O1.C(=O)([O-])[O-].[K+].[K+].O1CCOCC1. Product: [Cl:8][C:7]1[C:2]([CH3:26])=[CH:3][C:4]([C:24]#[N:25])=[C:5]([NH:9][C@H:10]2[CH2:15][CH2:14][CH2:13][CH2:12][C@@H:11]2[NH:16][C:17](=[O:23])[O:18][C:19]([CH3:22])([CH3:21])[CH3:20])[CH:6]=1. The catalyst class is: 103. (3) Reactant: [CH:1]1([N:7]2[C:19](=[O:20])[C:11]3[NH:12][C:13]4[CH:14]=[CH:15][CH:16]=[CH:17][C:18]=4[C:10]=3[N:9]=[C:8]2[S:21][CH2:22][C:23](O)=[O:24])[CH2:6][CH2:5][CH2:4][CH2:3][CH2:2]1.C(N(CC)CC)C.[CH:33]1([NH2:38])[CH2:37][CH2:36][CH2:35][CH2:34]1.CN(C(ON1N=NC2C=CC=NC1=2)=[N+](C)C)C.F[P-](F)(F)(F)(F)F. Product: [CH:1]1([N:7]2[C:19](=[O:20])[C:11]3[NH:12][C:13]4[CH:14]=[CH:15][CH:16]=[CH:17][C:18]=4[C:10]=3[N:9]=[C:8]2[S:21][CH2:22][C:23]([NH:38][CH:33]2[CH2:37][CH2:36][CH2:35][CH2:34]2)=[O:24])[CH2:6][CH2:5][CH2:4][CH2:3][CH2:2]1. The catalyst class is: 3. (4) Product: [CH3:5][C:6]1[CH:7]=[C:8]([S:25]([OH:28])(=[O:27])=[O:26])[CH:9]=[C:10]([CH3:24])[C:11]=1[CH2:12][C:13]1[CH:18]=[CH:17][C:16]([OH:19])=[C:15]([CH:21]([CH3:23])[CH3:22])[CH:14]=1. The catalyst class is: 797. Reactant: B(Br)(Br)Br.[CH3:5][C:6]1[CH:7]=[C:8]([S:25]([OH:28])(=[O:27])=[O:26])[CH:9]=[C:10]([CH3:24])[C:11]=1[CH2:12][C:13]1[CH:18]=[CH:17][C:16]([O:19]C)=[C:15]([CH:21]([CH3:23])[CH3:22])[CH:14]=1.